This data is from Peptide-MHC class I binding affinity with 185,985 pairs from IEDB/IMGT. The task is: Regression. Given a peptide amino acid sequence and an MHC pseudo amino acid sequence, predict their binding affinity value. This is MHC class I binding data. (1) The binding affinity (normalized) is 0.687. The peptide sequence is FTTNIWMKFR. The MHC is HLA-A33:01 with pseudo-sequence HLA-A33:01. (2) The peptide sequence is HAEIESATL. The MHC is HLA-B44:02 with pseudo-sequence HLA-B44:02. The binding affinity (normalized) is 0.0847. (3) The peptide sequence is IIITVGMLIY. The MHC is HLA-A33:01 with pseudo-sequence HLA-A33:01. The binding affinity (normalized) is 0.337. (4) The peptide sequence is QLFPELECF. The MHC is HLA-A26:01 with pseudo-sequence HLA-A26:01. The binding affinity (normalized) is 0.0847. (5) The peptide sequence is HTCMSECVRL. The MHC is HLA-A02:03 with pseudo-sequence HLA-A02:03. The binding affinity (normalized) is 0.195. (6) The peptide sequence is KNDAVYIGY. The MHC is HLA-A69:01 with pseudo-sequence HLA-A69:01. The binding affinity (normalized) is 0.0847. (7) The peptide sequence is RTHLGFIFQ. The MHC is HLA-A11:01 with pseudo-sequence HLA-A11:01. The binding affinity (normalized) is 0.0847.